Dataset: Reaction yield outcomes from USPTO patents with 853,638 reactions. Task: Predict the reaction yield, written as a fraction of the theoretical maximum amount of product (1.0 means a 100% yield; for example, 0.34 means a 34% yield). (1) The reactants are [CH2:1]([C:3]1[CH:8]=[CH:7][CH:6]=[CH:5][C:4]=1[N:9]1[CH2:14][CH2:13][O:12][C:11]2[CH:15]=[C:16]([S:19]([N:22](CC3C=CC(OC)=CC=3)[C:23]3[S:24][CH:25]=[CH:26][N:27]=3)(=[O:21])=[O:20])[CH:17]=[CH:18][C:10]1=2)[CH3:2].C(O)(C(F)(F)F)=O. The catalyst is C(Cl)Cl. The product is [CH2:1]([C:3]1[CH:8]=[CH:7][CH:6]=[CH:5][C:4]=1[N:9]1[CH2:14][CH2:13][O:12][C:11]2[CH:15]=[C:16]([S:19]([NH:22][C:23]3[S:24][CH:25]=[CH:26][N:27]=3)(=[O:21])=[O:20])[CH:17]=[CH:18][C:10]1=2)[CH3:2]. The yield is 0.569. (2) The reactants are [CH2:1]([N:8]1[C:13](=[O:14])[CH2:12][NH:11][C:10]2[N:15]=[CH:16][C:17]([C:19]3[CH:27]=[CH:26][C:22]([C:23](O)=[O:24])=[CH:21][CH:20]=3)=[CH:18][C:9]1=2)[C:2]1[CH:7]=[CH:6][CH:5]=[CH:4][CH:3]=1.[CH2:28]([NH2:30])[CH3:29]. No catalyst specified. The product is [CH2:1]([N:8]1[C:13](=[O:14])[CH2:12][NH:11][C:10]2[N:15]=[CH:16][C:17]([C:19]3[CH:27]=[CH:26][C:22]([C:23]([NH:30][CH2:28][CH3:29])=[O:24])=[CH:21][CH:20]=3)=[CH:18][C:9]1=2)[C:2]1[CH:7]=[CH:6][CH:5]=[CH:4][CH:3]=1. The yield is 0.150. (3) The reactants are [CH3:1][O:2][C:3]1[CH:9]=[C:8]([CH3:10])[C:6]([NH2:7])=[C:5]([CH3:11])[C:4]=1[CH3:12].C(N(CC)CC)C.[C:20](O[C:20]([O:22][C:23]([CH3:26])([CH3:25])[CH3:24])=[O:21])([O:22][C:23]([CH3:26])([CH3:25])[CH3:24])=[O:21]. The catalyst is C1COCC1. The product is [CH3:1][O:2][C:3]1[CH:9]=[C:8]([CH3:10])[C:6]([NH:7][C:20](=[O:21])[O:22][C:23]([CH3:26])([CH3:25])[CH3:24])=[C:5]([CH3:11])[C:4]=1[CH3:12]. The yield is 0.750. (4) The reactants are [NH:1]1[CH2:6][CH2:5][O:4][CH:3]([CH2:7][CH2:8][OH:9])[CH2:2]1.Cl[C:11]([O:13][CH2:14][C:15]1[CH:20]=[CH:19][CH:18]=[CH:17][CH:16]=1)=[O:12]. The catalyst is C(Cl)Cl.CCOC(C)=O. The product is [OH:9][CH2:8][CH2:7][CH:3]1[O:4][CH2:5][CH2:6][N:1]([C:11]([O:13][CH2:14][C:15]2[CH:20]=[CH:19][CH:18]=[CH:17][CH:16]=2)=[O:12])[CH2:2]1. The yield is 0.845. (5) The reactants are FC(F)(F)C1C=CC(CN)=CC=1.[Cl:13][C:14]1[CH:15]=[C:16]([CH2:21][NH2:22])[CH:17]=[C:18]([Cl:20])[CH:19]=1.[C:23]([NH:31][C:32]1[CH:33]=[C:34]([CH:38]=[CH:39][N:40]=1)[C:35](O)=[O:36])(=[O:30])[C:24]1[CH:29]=[CH:28][CH:27]=[CH:26][CH:25]=1. No catalyst specified. The product is [C:23]([NH:31][C:32]1[CH:33]=[C:34]([CH:38]=[CH:39][N:40]=1)[C:35]([NH:22][CH2:21][C:16]1[CH:15]=[C:14]([Cl:13])[CH:19]=[C:18]([Cl:20])[CH:17]=1)=[O:36])(=[O:30])[C:24]1[CH:25]=[CH:26][CH:27]=[CH:28][CH:29]=1. The yield is 0.410. (6) The reactants are [F:1][C:2]1[CH:7]=[C:6]([OH:8])[C:5]([O:9]C)=[CH:4][C:3]=1[C:11](=O)[CH3:12].[C:14](O)(=O)C. The catalyst is [Zn]. The product is [CH2:11]([C:3]1[CH:4]=[C:5]([OH:9])[C:6]([O:8][CH3:14])=[CH:7][C:2]=1[F:1])[CH3:12]. The yield is 0.970.